Dataset: Reaction yield outcomes from USPTO patents with 853,638 reactions. Task: Predict the reaction yield, written as a fraction of the theoretical maximum amount of product (1.0 means a 100% yield; for example, 0.34 means a 34% yield). (1) The reactants are [CH3:1][C:2]1[CH:7]=[CH:6][CH:5]=[C:4]([CH3:8])[C:3]=1[C:9]1[C:14]2[CH2:15][CH:16]([CH2:18][N:19]=[N+]=[N-])[O:17][C:13]=2[CH:12]=[CH:11][CH:10]=1. The catalyst is [Pd]. The yield is 0.930. The product is [CH3:1][C:2]1[CH:7]=[CH:6][CH:5]=[C:4]([CH3:8])[C:3]=1[C:9]1[C:14]2[CH2:15][CH:16]([CH2:18][NH2:19])[O:17][C:13]=2[CH:12]=[CH:11][CH:10]=1. (2) The reactants are [C:1]([O:14]C)(=[O:13])[CH2:2][CH2:3][CH2:4][CH2:5][CH2:6][CH2:7][CH2:8][CH:9]=[CH:10][CH2:11][CH3:12].O.[OH-].[K+].II. The catalyst is CCOC(C)=O.C(O)(C)C. The product is [C:1]([OH:14])(=[O:13])[CH2:2][CH2:3][CH2:4][CH2:5][CH2:6][CH2:7][CH2:8][CH:9]=[CH:10][CH2:11][CH3:12]. The yield is 0.890. (3) The reactants are [F:1][C:2]1[CH:3]=[C:4]([C@@H:9]2[CH2:13][N:12]([C:14]3[CH:15]=[N:16][N:17]([CH2:19][C:20]4[CH:25]=[CH:24][C:23]([O:26][CH3:27])=[CH:22][CH:21]=4)[CH:18]=3)[CH2:11][C@H:10]2[NH:28]C(=O)OC(C)(C)C)[CH:5]=[CH:6][C:7]=1[F:8].[ClH:36]. The catalyst is CCO. The product is [ClH:36].[ClH:36].[F:1][C:2]1[CH:3]=[C:4]([C@@H:9]2[CH2:13][N:12]([C:14]3[CH:15]=[N:16][N:17]([CH2:19][C:20]4[CH:25]=[CH:24][C:23]([O:26][CH3:27])=[CH:22][CH:21]=4)[CH:18]=3)[CH2:11][C@H:10]2[NH2:28])[CH:5]=[CH:6][C:7]=1[F:8]. The yield is 1.13. (4) The reactants are Br[C:2]1[CH:11]=[C:10]([CH3:12])[C:9]([C:13]#[N:14])=[CH:8][C:3]=1[C:4]([O:6][CH3:7])=[O:5].[CH:15]1(B(O)O)[CH2:17][CH2:16]1.C(=O)([O-])[O-].[K+].[K+]. The catalyst is C1(C)C=CC=CC=1.O.C1C=CC(P(C2C=CC=CC=2)[C-]2C=CC=C2)=CC=1.C1C=CC(P(C2C=CC=CC=2)[C-]2C=CC=C2)=CC=1.Cl[Pd]Cl.[Fe+2].CC([O-])=O.CC([O-])=O.[Pd+2]. The product is [C:13]([C:9]1[C:10]([CH3:12])=[CH:11][C:2]([CH:15]2[CH2:17][CH2:16]2)=[C:3]([CH:8]=1)[C:4]([O:6][CH3:7])=[O:5])#[N:14]. The yield is 0.890. (5) The reactants are [NH2:1][C:2]1[CH:3]=[C:4]([CH:10]=[CH:11][CH:12]=1)[C:5]([O:7][CH2:8][CH3:9])=[O:6].[C:13]1([S:19](Cl)(=[O:21])=[O:20])[CH:18]=[CH:17][CH:16]=[CH:15][CH:14]=1. The catalyst is C1COCC1. The product is [C:13]1([S:19]([NH:1][C:2]2[CH:3]=[C:4]([CH:10]=[CH:11][CH:12]=2)[C:5]([O:7][CH2:8][CH3:9])=[O:6])(=[O:21])=[O:20])[CH:18]=[CH:17][CH:16]=[CH:15][CH:14]=1. The yield is 0.700. (6) The reactants are [Cl:1][C:2]1[C:7]([C:8]([F:11])([F:10])[F:9])=[CH:6][C:5](I)=[CH:4][N:3]=1.C1(P(C2C=CC=CC=2)C2C=CC3C(=CC=CC=3)C=2C2C3C(=CC=CC=3)C=CC=2P(C2C=CC=CC=2)C2C=CC=CC=2)C=CC=CC=1.C(N(CC)CC)C.C(=O)([O-])[O-].[Cs+].[Cs+]. The catalyst is C1(C)C=CC=CC=1.C([O-])(=O)C.[Pd+2].C([O-])(=O)C. The product is [Cl:1][C:2]1[C:7]([C:8]([F:9])([F:10])[F:11])=[CH:6][CH:5]=[CH:4][N:3]=1. The yield is 0.400. (7) The reactants are FC(F)(F)C(O)=O.[CH:8]1([O:12][C:13]2[C:22]([C:23]3[CH:24]=[N:25][N:26]([CH:28]4[CH2:33][CH2:32][N:31](C(OC(C)(C)C)=O)[CH2:30][CH2:29]4)[CH:27]=3)=[CH:21][CH:20]=[C:19]3[C:14]=2[CH2:15][CH2:16][C@H:17]([CH3:46])[N:18]3[C:41]([CH:43]2[CH2:45][CH2:44]2)=[O:42])[CH2:11][CH2:10][CH2:9]1. The product is [CH:8]1([O:12][C:13]2[C:22]([C:23]3[CH:24]=[N:25][N:26]([CH:28]4[CH2:29][CH2:30][NH:31][CH2:32][CH2:33]4)[CH:27]=3)=[CH:21][CH:20]=[C:19]3[C:14]=2[CH2:15][CH2:16][C@H:17]([CH3:46])[N:18]3[C:41]([CH:43]2[CH2:45][CH2:44]2)=[O:42])[CH2:11][CH2:10][CH2:9]1. The catalyst is ClCCl. The yield is 0.850.